Dataset: Forward reaction prediction with 1.9M reactions from USPTO patents (1976-2016). Task: Predict the product of the given reaction. (1) Given the reactants CS(C)=O.[NH2:5][C@@:6]1([C:26]#[N:27])[C@H:11]([O:12][CH2:13][C:14]2[CH:19]=[CH:18][C:17]([Cl:20])=[C:16]([Cl:21])[CH:15]=2)[CH2:10][C@@H:9]2[C@H:7]1[C@@:8]2([F:25])[C:22]([NH2:24])=[O:23].C(=O)([O-])[O-:29].[K+].[K+].OO, predict the reaction product. The product is: [NH2:5][C@@:6]1([C:26]([NH2:27])=[O:29])[C@H:11]([O:12][CH2:13][C:14]2[CH:19]=[CH:18][C:17]([Cl:20])=[C:16]([Cl:21])[CH:15]=2)[CH2:10][C@@H:9]2[C@H:7]1[C@@:8]2([F:25])[C:22]([NH2:24])=[O:23]. (2) Given the reactants [Cl:1][C:2]1[CH:7]=[CH:6][C:5]([C@H:8]2[C@@H:12]([C:13]3[CH:18]=[CH:17][C:16]([Cl:19])=[CH:15][CH:14]=3)[N:11]([C:20](Cl)=[O:21])[C:10]([C:23]3[CH:28]=[CH:27][C:26]([C:29]([C:32](=[O:38])[N:33]([CH2:36][CH3:37])[CH2:34][CH3:35])([CH3:31])[CH3:30])=[CH:25][C:24]=3[O:39][CH2:40][CH3:41])=[N:9]2)=[CH:4][CH:3]=1.Cl.Cl.[CH3:44][S:45]([CH2:48][CH2:49][N:50]1[CH2:55][CH2:54][NH:53][CH2:52][CH2:51]1)(=[O:47])=[O:46], predict the reaction product. The product is: [Cl:1][C:2]1[CH:7]=[CH:6][C:5]([C@H:8]2[C@@H:12]([C:13]3[CH:14]=[CH:15][C:16]([Cl:19])=[CH:17][CH:18]=3)[N:11]([C:20]([N:53]3[CH2:52][CH2:51][N:50]([CH2:49][CH2:48][S:45]([CH3:44])(=[O:46])=[O:47])[CH2:55][CH2:54]3)=[O:21])[C:10]([C:23]3[CH:28]=[CH:27][C:26]([C:29]([CH3:31])([CH3:30])[C:32]([N:33]([CH2:36][CH3:37])[CH2:34][CH3:35])=[O:38])=[CH:25][C:24]=3[O:39][CH2:40][CH3:41])=[N:9]2)=[CH:4][CH:3]=1. (3) Given the reactants C(O[K])(C)(C)C.[Br:7][C:8]([F:15])([F:14])[C:9]([O:11][CH2:12][CH3:13])=[O:10].C(O)[C:17]1[CH:22]=[CH:21]C=[CH:19][CH:18]=1, predict the reaction product. The product is: [Br:7][C:8]([F:15])([F:14])[C:9]([O:11][CH2:12][C:13]1[CH:21]=[CH:22][CH:17]=[CH:18][CH:19]=1)=[O:10]. (4) Given the reactants Cl[C:2]1[N:7]=[C:6]([NH:8][CH2:9][CH2:10][CH3:11])[N:5]=[C:4]([NH:12][CH2:13][CH2:14][CH3:15])[N:3]=1.Cl.[CH2:17]([NH:19][O:20][CH:21]([CH3:23])[CH3:22])[CH3:18], predict the reaction product. The product is: [CH2:13]([NH:12][C:4]1[N:5]=[C:6]([NH:8][CH2:9][CH2:10][CH3:11])[N:7]=[C:2]([N:19]([CH2:17][CH3:18])[O:20][CH:21]([CH3:23])[CH3:22])[N:3]=1)[CH2:14][CH3:15]. (5) The product is: [NH2:27][C:19]([CH2:20][OH:21])([CH2:24][OH:23])[CH2:18][CH2:17][C:16]1[CH:35]=[CH:36][C:13]([S:10]([NH:9][CH:6]2[CH2:5][CH2:4][CH:3]3[CH2:8][CH:7]2[C:2]3([CH3:37])[CH3:1])(=[O:12])=[O:11])=[CH:14][CH:15]=1. Given the reactants [CH3:1][C:2]1([CH3:37])[CH:7]2[CH2:8][CH:3]1[CH2:4][CH2:5][CH:6]2[NH:9][S:10]([C:13]1[CH:36]=[CH:35][C:16]([CH2:17][CH2:18][C:19]2([NH:27]C(=O)OC(C)(C)C)[CH2:24][O:23]C(C)(C)[O:21][CH2:20]2)=[CH:15][CH:14]=1)(=[O:12])=[O:11].C(OC(=O)NC1(CCC2C=CC(S(N3C4C(=CC=C(OC)C=4)C(C(=O)C4C=C(OC)C(OC)=C(OC)C=4)=C3)(=O)=O)=CC=2)COC(C)(C)OC1)(C)(C)C, predict the reaction product.